Dataset: Full USPTO retrosynthesis dataset with 1.9M reactions from patents (1976-2016). Task: Predict the reactants needed to synthesize the given product. (1) Given the product [CH3:1][O:2][C:3]1[CH:9]=[C:8]([S:10]([CH3:13])(=[O:12])=[O:11])[CH:7]=[CH:6][C:4]=1[NH:5][C:15]1[N:20]=[C:19]([NH:21][CH3:22])[C:18]([C:23]([F:26])([F:24])[F:25])=[CH:17][N:16]=1, predict the reactants needed to synthesize it. The reactants are: [CH3:1][O:2][C:3]1[CH:9]=[C:8]([S:10]([CH3:13])(=[O:12])=[O:11])[CH:7]=[CH:6][C:4]=1[NH2:5].Cl[C:15]1[N:20]=[C:19]([NH:21][CH3:22])[C:18]([C:23]([F:26])([F:25])[F:24])=[CH:17][N:16]=1. (2) The reactants are: [H-].[Na+].[Cl:3][C:4]1[CH:9]=[CH:8][C:7]([O:10][C:11]2[CH:18]=[CH:17][C:14]([CH:15]=O)=[CH:13][CH:12]=2)=[CH:6][C:5]=1[C:19]([F:22])([F:21])[F:20].[CH2:23]1COCC1. Given the product [Cl:3][C:4]1[CH:9]=[CH:8][C:7]([O:10][C:11]2[CH:18]=[CH:17][C:14]([CH:15]=[CH2:23])=[CH:13][CH:12]=2)=[CH:6][C:5]=1[C:19]([F:22])([F:21])[F:20], predict the reactants needed to synthesize it. (3) Given the product [ClH:21].[NH2:5][C@@H:9]([CH2:13][C:14]1[CH:15]=[CH:16][C:17]([Br:20])=[CH:18][CH:19]=1)[CH2:10][CH2:11][OH:12], predict the reactants needed to synthesize it. The reactants are: CC([N:5]([C@@H:9]([CH2:13][C:14]1[CH:19]=[CH:18][C:17]([Br:20])=[CH:16][CH:15]=1)[CH2:10][CH2:11][OH:12])C(=O)[O-])(C)C.[ClH:21].O1CCOCC1. (4) Given the product [F:1][C:2]1[CH:12]=[N:11][C:5]2[N:6]=[CH:7][C:8](=[O:10])[N:9]([CH2:21][CH:20]=[CH2:19])[C:4]=2[CH:3]=1, predict the reactants needed to synthesize it. The reactants are: [F:1][C:2]1[CH:12]=[N:11][C:5]2[N:6]=[CH:7][C:8](=[O:10])[NH:9][C:4]=2[CH:3]=1.C([O-])([O-])=O.[K+].[K+].[CH2:19](I)[CH:20]=[CH2:21].O. (5) Given the product [OH:1][C:2]1[CH:3]=[C:4]2[C:8]([CH2:17][O:6][C:5]2=[O:7])=[CH:9][CH:10]=1, predict the reactants needed to synthesize it. The reactants are: [OH:1][C:2]1[CH:3]=[C:4]([CH:8]=[CH:9][CH:10]=1)[C:5]([OH:7])=[O:6].Cl.OS(O)(=O)=O.[CH2:17]=O. (6) Given the product [CH3:20][C:15]1[C:14]([C:8]2[CH:7]=[C:6]3[C:11]([C:2]([NH:31][CH2:30][C:25]4[CH:26]=[CH:27][CH:28]=[CH:29][N:24]=4)=[C:3]([NH2:21])[CH:4]=[N:5]3)=[CH:10][C:9]=2[O:12][CH3:13])=[C:18]([CH3:19])[O:17][N:16]=1, predict the reactants needed to synthesize it. The reactants are: Cl[C:2]1[C:11]2[C:6](=[CH:7][C:8]([C:14]3[C:15]([CH3:20])=[N:16][O:17][C:18]=3[CH3:19])=[C:9]([O:12][CH3:13])[CH:10]=2)[N:5]=[CH:4][C:3]=1[N+:21]([O-])=O.[N:24]1[CH:29]=[CH:28][CH:27]=[CH:26][C:25]=1[CH2:30][NH2:31].